From a dataset of Forward reaction prediction with 1.9M reactions from USPTO patents (1976-2016). Predict the product of the given reaction. Given the reactants [CH3:1][O:2][C:3](=[O:18])[C:4]1[CH:16]=[C:15](Br)[CH:14]=[C:6]([C:7]([N:9]([CH3:13])[CH2:10][CH2:11][CH3:12])=[O:8])[CH:5]=1.[C:19](C1C=C(C)C=C(C(C)(C)C)C=1O)(C)(C)[CH3:20].C(C([Sn])=C(CCCC)CCCC)CCC, predict the reaction product. The product is: [CH3:1][O:2][C:3](=[O:18])[C:4]1[CH:16]=[C:15]([CH:19]=[CH2:20])[CH:14]=[C:6]([C:7]([N:9]([CH3:13])[CH2:10][CH2:11][CH3:12])=[O:8])[CH:5]=1.